From a dataset of Peptide-MHC class I binding affinity with 185,985 pairs from IEDB/IMGT. Regression. Given a peptide amino acid sequence and an MHC pseudo amino acid sequence, predict their binding affinity value. This is MHC class I binding data. (1) The peptide sequence is RPNRQLGSM. The MHC is HLA-A26:01 with pseudo-sequence HLA-A26:01. The binding affinity (normalized) is 0.0847. (2) The peptide sequence is ITPNNLNKI. The MHC is HLA-A30:01 with pseudo-sequence HLA-A30:01. The binding affinity (normalized) is 0.